This data is from Drug-target binding data from BindingDB using Ki measurements. The task is: Regression. Given a target protein amino acid sequence and a drug SMILES string, predict the binding affinity score between them. We predict pKi (pKi = -log10(Ki in M); higher means stronger inhibition). Dataset: bindingdb_ki. (1) The pKi is 6.6. The target protein (P19491) has sequence MQKIMHISVLLSPVLWGLIFGVSSNSIQIGGLFPRGADQEYSAFRVGMVQFSTSEFRLTPHIDNLEVANSFAVTNAFCSQFSRGVYAIFGFYDKKSVNTITSFCGTLHVSFITPSFPTDGTHPFVIQMRPDLKGALLSLIEYYQWDKFAYLYDSDRGLSTLQAVLDSAAEKKWQVTAINVGNINNDKKDETYRSLFQDLELKKERRVILDCERDKVNDIVDQVITIGKHVKGYHYIIANLGFTDGDLLKIQFGGANVSGFQIVDYDDSLVSKFIERWSTLEEKEYPGAHTATIKYTSALTYDAVQVMTEAFRNLRKQRIEISRRGNAGDCLANPAVPWGQGVEIERALKQVQVEGLSGNIKFDQNGKRINYTINIMELKTNGPRKIGYWSEVDKMVVTLTELPSGNDTSGLENKTVVVTTILESPYVMMKKNHEMLEGNERYEGYCVDLAAEIAKHCGFKYKLTIVGDGKYGARDADTKIWNGMVGELVYGKADIAIAPL.... The compound is NC(Cc1no[nH]c1=O)C(=O)O. (2) The pKi is 3.4. The target protein (P03772) has sequence MRYYEKIDGSKYRNIWVVGDLHGCYTNLMNKLDTIGFDNKKDLLISVGDLVDRGAENVECLELITFPWFRAVRGNHEQMMIDGLSERGNVNHWLLNGGGWFFNLDYDKEILAKALAHKADELPLIIELVSKDKKYVICHADYPFDEYEFGKPVDHQQVIWNRERISNSQNGIVKEIKGADTFIFGHTPAVKPLKFANQMYIDTGAVFCGNLTLIQVQGEGA. The small molecule is O=C(O)CCCCCP(=O)(O)O. (3) The pKi is 4.5. The compound is CCc1c(F)c(=O)[nH]c(=O)n1[C@@H]1O[C@H](COP(=O)(O)O)[C@@H](O)[C@H]1O. The target protein (O26232) has sequence MRSRRVDVMDVMNRLILAMDLMNRDDALRVTGEVREYIDTVKIGYPLVLSEGMDIIAEFRKRFGCRIIADFKVADIPETNEKICRATFKAGADAIIVHGFRGADSVRACLNVAEEMGREVFLLTEMSHPGAEMFIQGAADEIARMGVDLGVKNYVGPSTRPERLSRLREIIGQDSFLISPGVGAQGGDPGETLRFADAIIVGRSIYLADNPAAAAAGIIESIKDLLNP.